This data is from TCR-epitope binding with 47,182 pairs between 192 epitopes and 23,139 TCRs. The task is: Binary Classification. Given a T-cell receptor sequence (or CDR3 region) and an epitope sequence, predict whether binding occurs between them. (1) The epitope is KRWIILGLNK. The TCR CDR3 sequence is CASSQGMNTEAFF. Result: 0 (the TCR does not bind to the epitope). (2) The epitope is GILGFVFTL. The TCR CDR3 sequence is CASSEALVLEQFF. Result: 1 (the TCR binds to the epitope). (3) The epitope is PKYVKQNTLKLAT. The TCR CDR3 sequence is CASSYLGDNNQPQHF. Result: 0 (the TCR does not bind to the epitope). (4) The epitope is NYSGVVTTVMF. The TCR CDR3 sequence is CASSQERGTSSYNEQFF. Result: 0 (the TCR does not bind to the epitope).